From a dataset of Full USPTO retrosynthesis dataset with 1.9M reactions from patents (1976-2016). Predict the reactants needed to synthesize the given product. (1) Given the product [C:5]12([C:3](=[O:4])[CH2:2][S:23][CH2:22][C:19]3[CH:20]=[CH:21][C:16]([Cl:15])=[CH:17][CH:18]=3)[CH2:14][CH:9]3[CH2:10][CH:11]([CH2:13][CH:7]([CH2:8]3)[CH2:6]1)[CH2:12]2, predict the reactants needed to synthesize it. The reactants are: Br[CH2:2][C:3]([C:5]12[CH2:14][CH:9]3[CH2:10][CH:11]([CH2:13][CH:7]([CH2:8]3)[CH2:6]1)[CH2:12]2)=[O:4].[Cl:15][C:16]1[CH:21]=[CH:20][C:19]([CH2:22][SH:23])=[CH:18][CH:17]=1. (2) Given the product [Br:1][C:2]1[CH:3]=[C:4]2[C:5](=[CH:6][C:7]=1[F:8])[NH:9][CH:10]=[CH:11]2, predict the reactants needed to synthesize it. The reactants are: [Br:1][C:2]1[C:7]([F:8])=[CH:6][C:5]([NH:9][C:10]#[C:11][Si](C)(C)C)=[CH:4][CH:3]=1. (3) The reactants are: [OH:1][C:2]1[CH:7]=[CH:6][CH:5]=[CH:4][C:3]=1[C:8]1[CH:17]=[CH:16][C:11]([C:12]([O:14]C)=[O:13])=[CH:10][N:9]=1.[OH-].[Na+].C(O)(=O)C. Given the product [OH:1][C:2]1[CH:7]=[CH:6][CH:5]=[CH:4][C:3]=1[C:8]1[CH:17]=[CH:16][C:11]([C:12]([OH:14])=[O:13])=[CH:10][N:9]=1, predict the reactants needed to synthesize it. (4) Given the product [NH:15]1[C:19]2[CH:20]=[CH:21][CH:22]=[CH:23][C:18]=2[NH:17][C:16]1=[C:24]([C:25]([C:27]1[CH:32]=[CH:31][CH:30]=[C:29]([F:33])[CH:28]=1)=[O:26])[C:8]([C:7]1[CH:11]=[CH:12][C:13]([F:14])=[C:5]([S:2]([Cl:1])(=[O:4])=[O:3])[CH:6]=1)=[O:9], predict the reactants needed to synthesize it. The reactants are: [Cl:1][S:2]([C:5]1[CH:6]=[C:7]([CH:11]=[CH:12][C:13]=1[F:14])[C:8](Cl)=[O:9])(=[O:4])=[O:3].[NH:15]1[C:19]2[CH:20]=[CH:21][CH:22]=[CH:23][C:18]=2[NH:17][C:16]1=[CH:24][C:25]([C:27]1[CH:32]=[CH:31][CH:30]=[C:29]([F:33])[CH:28]=1)=[O:26]. (5) Given the product [F:1][C:2]1[CH:3]=[C:4]([C:5]2[O:10][C:9](=[O:11])[CH2:8][N:7]=2)[CH:12]=[CH:13][C:14]=1[F:15], predict the reactants needed to synthesize it. The reactants are: [F:1][C:2]1[CH:3]=[C:4]([CH:12]=[CH:13][C:14]=1[F:15])[C:5]([NH:7][CH2:8][C:9]([OH:11])=[O:10])=O.CN1CCOCC1.ClC(OC)=O.ClC([O-])=O. (6) Given the product [CH3:1][O:2][C:3]1[CH:28]=[C:27]([O:29][CH3:30])[CH:26]=[CH:25][C:4]=1[CH2:5][N:6]([C:7]1[CH:8]=[CH:9][C:10]([N+:22]([O-:24])=[O:23])=[C:11]([NH:13][C@@H:14]([C:16]2[CH:17]=[N:18][CH:19]=[CH:20][CH:21]=2)[CH3:15])[N:12]=1)[C:31](=[O:32])[O:33][C:34]([CH3:37])([CH3:36])[CH3:35], predict the reactants needed to synthesize it. The reactants are: [CH3:1][O:2][C:3]1[CH:28]=[C:27]([O:29][CH3:30])[CH:26]=[CH:25][C:4]=1[CH2:5][NH:6][C:7]1[N:12]=[C:11]([NH:13][C@@H:14]([C:16]2[CH:17]=[N:18][CH:19]=[CH:20][CH:21]=2)[CH3:15])[C:10]([N+:22]([O-:24])=[O:23])=[CH:9][CH:8]=1.[C:31](O[C:31]([O:33][C:34]([CH3:37])([CH3:36])[CH3:35])=[O:32])([O:33][C:34]([CH3:37])([CH3:36])[CH3:35])=[O:32].